From a dataset of Catalyst prediction with 721,799 reactions and 888 catalyst types from USPTO. Predict which catalyst facilitates the given reaction. (1) Reactant: [Br:1][C:2]1[CH:3]=[C:4]([C:9]([F:12])([F:11])[F:10])[C:5]([OH:8])=[N:6][CH:7]=1.C1(P(C2C=CC=CC=2)C2C=CC=CC=2)C=CC=CC=1.O[CH2:33][CH2:34][CH:35]1[CH2:40][CH2:39][N:38]([C:41]([O:43][C:44]([CH3:47])([CH3:46])[CH3:45])=[O:42])[CH2:37][CH2:36]1.N(C(OC(C)C)=O)=NC(OC(C)C)=O. Product: [Br:1][C:2]1[CH:3]=[C:4]([C:9]([F:12])([F:10])[F:11])[C:5]([O:8][CH2:33][CH2:34][CH:35]2[CH2:36][CH2:37][N:38]([C:41]([O:43][C:44]([CH3:45])([CH3:47])[CH3:46])=[O:42])[CH2:39][CH2:40]2)=[N:6][CH:7]=1. The catalyst class is: 12. (2) Reactant: CC1(C)C(C)(C)OB([C:9]2[CH2:18][CH2:17][C:12]3([CH2:16][O:15][CH2:14][CH2:13]3)[CH2:11][CH:10]=2)O1.Br[C:21]1[O:25][N:24]=[C:23]([C:26]([O:28][CH2:29][CH3:30])=[O:27])[C:22]=1[CH3:31].C([O-])([O-])=O.[Cs+].[Cs+].C(Cl)Cl. Product: [CH3:31][C:22]1[C:23]([C:26]([O:28][CH2:29][CH3:30])=[O:27])=[N:24][O:25][C:21]=1[C:9]1[CH2:18][CH2:17][C:12]2([CH2:16][O:15][CH2:14][CH2:13]2)[CH2:11][CH:10]=1. The catalyst class is: 622. (3) Reactant: [NH:1]([C:3]1[CH:4]=[C:5]([CH2:9][C:10]([O:12][CH2:13][CH3:14])=[O:11])[CH:6]=[CH:7][CH:8]=1)[NH2:2].[F:15][C:16]([F:23])([F:22])[C:17](=O)[CH2:18][C:19]#[N:20]. Product: [NH2:20][C:19]1[N:1]([C:3]2[CH:4]=[C:5]([CH2:9][C:10]([O:12][CH2:13][CH3:14])=[O:11])[CH:6]=[CH:7][CH:8]=2)[N:2]=[C:17]([C:16]([F:23])([F:22])[F:15])[CH:18]=1. The catalyst class is: 14. (4) Reactant: ClC(Cl)(O[C:5](=[O:11])[O:6][C:7](Cl)(Cl)Cl)Cl.[O:13]1[CH2:16]C(O)[CH2:14]1.C(N(CC)C(C)C)(C)C.[CH3:27][C@H:28]1[CH2:37][NH:36][C:35]2[C:30](=[CH:31][CH:32]=[C:33]([C:38]3[CH:39]=[N:40][N:41]([CH:43]4[CH2:46][O:45][CH2:44]4)[CH:42]=3)[CH:34]=2)[N:29]1[C:47](=[O:49])[CH3:48]. Product: [C:47]([N:29]1[C:30]2[C:35](=[CH:34][C:33]([C:38]3[CH:39]=[N:40][N:41]([CH:43]4[CH2:46][O:45][CH2:44]4)[CH:42]=3)=[CH:32][CH:31]=2)[N:36]([C:5]([O:6][CH:7]2[CH2:16][O:13][CH2:14]2)=[O:11])[CH2:37][C@@H:28]1[CH3:27])(=[O:49])[CH3:48]. The catalyst class is: 26. (5) Reactant: C([Mg]Cl)(C)C.I[C:7]1[CH:16]=[CH:15][C:10]([C:11]([O:13][CH3:14])=[O:12])=[CH:9][CH:8]=1.[CH3:17][C:18]([CH3:20])=[O:19]. Product: [CH3:14][O:13][C:11](=[O:12])[C:10]1[CH:15]=[CH:16][C:7]([C:18]([OH:19])([CH3:20])[CH3:17])=[CH:8][CH:9]=1. The catalyst class is: 1. (6) Reactant: [O:1]1[CH2:6][CH2:5][N:4]([CH:7]([CH2:38][CH3:39])[C:8]([NH:10][C:11]2[CH:24]=[CH:23][C:22]3[S:21][C:20]4[C:15](=[CH:16][CH:17]=[CH:18][C:19]=4[C:25]4[NH:26][C:27](=[O:37])[CH:28]=[C:29]([N:31]5[CH2:36][CH2:35][O:34][CH2:33][CH2:32]5)[CH:30]=4)[S:14][C:13]=3[CH:12]=2)=O)[CH2:3][CH2:2]1.C(=O)([O-])O.[Na+].O. Product: [O:34]1[CH2:35][CH2:36][N:31]([C:29]2[CH:30]=[C:25]([C:19]3[C:20]4[S:21][C:22]5[C:13](=[CH:12][C:11]([NH:10][CH2:8][CH:7]([N:4]6[CH2:5][CH2:6][O:1][CH2:2][CH2:3]6)[CH2:38][CH3:39])=[CH:24][CH:23]=5)[S:14][C:15]=4[CH:16]=[CH:17][CH:18]=3)[NH:26][C:27](=[O:37])[CH:28]=2)[CH2:32][CH2:33]1. The catalyst class is: 7. (7) Reactant: [F:1][C:2]1[CH:11]=[CH:10][C:9]([CH2:12][C:13]2[C:14]3[NH:23][CH2:22][CH2:21][CH2:20][C:15]=3[C:16](=[O:19])[NH:17][N:18]=2)=[CH:8][C:3]=1[C:4]([O:6]C)=[O:5].[Li+].[OH-].Cl. Product: [F:1][C:2]1[CH:11]=[CH:10][C:9]([CH2:12][C:13]2[C:14]3[NH:23][CH2:22][CH2:21][CH2:20][C:15]=3[C:16](=[O:19])[NH:17][N:18]=2)=[CH:8][C:3]=1[C:4]([OH:6])=[O:5]. The catalyst class is: 30.